The task is: Predict the reaction yield, written as a fraction of the theoretical maximum amount of product (1.0 means a 100% yield; for example, 0.34 means a 34% yield).. This data is from Reaction yield outcomes from USPTO patents with 853,638 reactions. (1) The reactants are [F:1][C:2]([F:22])([F:21])[C:3]1[C:8]2[S:9][CH:10]=[C:11]([CH:12]3[CH2:17][CH2:16][N:15](C(=O)C)[CH2:14][CH2:13]3)[C:7]=2[CH:6]=[CH:5][CH:4]=1.Cl.C(=O)([O-])[O-].[K+].[K+]. The catalyst is C(O)C. The product is [F:22][C:2]([F:1])([F:21])[C:3]1[C:8]2[S:9][CH:10]=[C:11]([CH:12]3[CH2:13][CH2:14][NH:15][CH2:16][CH2:17]3)[C:7]=2[CH:6]=[CH:5][CH:4]=1. The yield is 0.940. (2) The reactants are [CH3:1][N:2]1[CH2:7][CH2:6][CH:5]([C:8]2[C:16]3[C:11](=[CH:12][CH:13]=[C:14]([O:17][S:18]([C:21]4[CH:26]=[CH:25][C:24]([N+:27]([O-])=O)=[CH:23][CH:22]=4)(=[O:20])=[O:19])[CH:15]=3)[NH:10][CH:9]=2)[CH2:4][CH2:3]1. The catalyst is [Pd].C(O)C. The product is [CH3:1][N:2]1[CH2:3][CH2:4][CH:5]([C:8]2[C:16]3[C:11](=[CH:12][CH:13]=[C:14]([O:17][S:18]([C:21]4[CH:22]=[CH:23][C:24]([NH2:27])=[CH:25][CH:26]=4)(=[O:20])=[O:19])[CH:15]=3)[NH:10][CH:9]=2)[CH2:6][CH2:7]1. The yield is 0.780. (3) The reactants are [Br:1][C:2]1[CH:10]=[CH:9][C:5]([C:6]([OH:8])=O)=[C:4]([CH3:11])[CH:3]=1.[CH:12]1([NH2:15])[CH2:14][CH2:13]1.C(Cl)CCl. The catalyst is C(Cl)Cl. The product is [Br:1][C:2]1[CH:10]=[CH:9][C:5]([C:6]([NH:15][CH:12]2[CH2:14][CH2:13]2)=[O:8])=[C:4]([CH3:11])[CH:3]=1. The yield is 0.734. (4) The reactants are CCN(CC)CC.[NH2:8][C@@H:9]([CH2:15][C:16]1[CH:21]=[CH:20][CH:19]=[CH:18][CH:17]=1)[C@H:10]([OH:14])[C:11]([OH:13])=[O:12].Cl[C:23]([C:25]1[C:26]([CH3:36])=[C:27]([O:32][C:33](=[O:35])[CH3:34])[CH:28]=[C:29]([CH3:31])[CH:30]=1)=[O:24].Cl. The catalyst is O.O1CCCC1. The product is [C:33]([O:32][C:27]1[C:26]([CH3:36])=[C:25]([CH:30]=[C:29]([CH3:31])[CH:28]=1)[C:23]([NH:8][C@@H:9]([CH2:15][C:16]1[CH:21]=[CH:20][CH:19]=[CH:18][CH:17]=1)[C@H:10]([OH:14])[C:11]([OH:13])=[O:12])=[O:24])(=[O:35])[CH3:34]. The yield is 0.915.